Dataset: Peptide-MHC class I binding affinity with 185,985 pairs from IEDB/IMGT. Task: Regression. Given a peptide amino acid sequence and an MHC pseudo amino acid sequence, predict their binding affinity value. This is MHC class I binding data. The peptide sequence is YLLGDSDSVA. The MHC is HLA-A02:06 with pseudo-sequence HLA-A02:06. The binding affinity (normalized) is 0.546.